This data is from Full USPTO retrosynthesis dataset with 1.9M reactions from patents (1976-2016). The task is: Predict the reactants needed to synthesize the given product. (1) Given the product [Cl:8][C:9]1[CH:10]=[CH:11][C:12]([O:25][CH2:26][C:27]2[CH:32]=[CH:31][CH:30]=[CH:29][CH:28]=2)=[C:13]([CH2:15][C:16]2[N:21]=[C:20]([C:22]([NH:1][C:2]3[CH:7]=[CH:6][CH:5]=[CH:4][N:3]=3)=[O:23])[CH:19]=[CH:18][CH:17]=2)[CH:14]=1, predict the reactants needed to synthesize it. The reactants are: [NH2:1][C:2]1[CH:7]=[CH:6][CH:5]=[CH:4][N:3]=1.[Cl:8][C:9]1[CH:10]=[CH:11][C:12]([O:25][CH2:26][C:27]2[CH:32]=[CH:31][CH:30]=[CH:29][CH:28]=2)=[C:13]([CH2:15][C:16]2[N:21]=[C:20]([C:22](O)=[O:23])[CH:19]=[CH:18][CH:17]=2)[CH:14]=1.C1C=CC2N(O)N=NC=2C=1.CCN=C=NCCCN(C)C. (2) Given the product [CH3:21][O:22][CH2:2][CH2:3][CH2:4][CH2:5][CH2:6][O:7][CH:8]1[CH2:13][CH2:12][N:11]([C:14]([O:16][C:17]([CH3:20])([CH3:19])[CH3:18])=[O:15])[CH2:10][CH2:9]1, predict the reactants needed to synthesize it. The reactants are: Br[CH2:2][CH2:3][CH2:4][CH2:5][CH2:6][O:7][CH:8]1[CH2:13][CH2:12][N:11]([C:14]([O:16][C:17]([CH3:20])([CH3:19])[CH3:18])=[O:15])[CH2:10][CH2:9]1.[CH3:21][OH:22].C[O-].[Na+]. (3) Given the product [C:1]([N:4]1[CH2:9][CH2:8][CH:7]([N:30]([CH:25]2[CH2:26][CH2:27][CH2:28][CH2:29]2)[C:31]([NH:33][C:34]2[S:35][CH:36]=[CH:37][N:38]=2)=[O:32])[CH2:6][CH2:5]1)(=[O:3])[CH3:2], predict the reactants needed to synthesize it. The reactants are: [C:1]([N:4]1[CH2:9][CH2:8][CH2:7][CH2:6][C:5]1=O)(=[O:3])[CH3:2].C1(N)CCCC1.C([BH3-])#N.[Na+].NC(N)=O.[CH:25]1([N:30](C2CCCC2)[C:31]([NH:33][C:34]2[S:35][CH:36]=[CH:37][N:38]=2)=[O:32])[CH2:29][CH2:28][CH2:27][CH2:26]1.C(=C1N=CC=N1)=O.NC1SC=CN=1. (4) The reactants are: [CH2:1]([O:8][C:9]([NH:11][C@H:12]([C:16]([O:18][C@@H:19]([CH:23]([CH3:25])[CH3:24])[C:20]([OH:22])=[O:21])=[O:17])[CH:13]([CH3:15])[CH3:14])=[O:10])[C:2]1[CH:7]=[CH:6][CH:5]=[CH:4][CH:3]=1.C(O)C.[Cl:29][CH2:30]Cl. Given the product [CH2:1]([O:8][C:9]([NH:11][C@H:12]([C:16]([O:18][C@@H:19]([CH:23]([CH3:25])[CH3:24])[C:20]([O:22][CH2:30][Cl:29])=[O:21])=[O:17])[CH:13]([CH3:15])[CH3:14])=[O:10])[C:2]1[CH:3]=[CH:4][CH:5]=[CH:6][CH:7]=1, predict the reactants needed to synthesize it. (5) Given the product [F:1][C:2]1[CH:10]=[C:9]2[C:5]([C:6]([C:11]3[CH:12]=[C:13]4[C:17](=[CH:18][CH:19]=3)[N:16]([CH2:20][CH2:21][C:22]([NH:25][CH2:26][CH2:27][OH:28])=[O:24])[N:15]=[CH:14]4)=[CH:7][NH:8]2)=[CH:4][CH:3]=1, predict the reactants needed to synthesize it. The reactants are: [F:1][C:2]1[CH:10]=[C:9]2[C:5]([C:6]([C:11]3[CH:12]=[C:13]4[C:17](=[CH:18][CH:19]=3)[N:16]([CH2:20][CH2:21][C:22]([OH:24])=O)[N:15]=[CH:14]4)=[CH:7][NH:8]2)=[CH:4][CH:3]=1.[NH2:25][CH2:26][CH2:27][OH:28].CN(C(ON1N=NC2C=CC=NC1=2)=[N+](C)C)C.F[P-](F)(F)(F)(F)F.CCN(C(C)C)C(C)C. (6) Given the product [NH2:28][C:22]1([C:20]([NH:19][C@H:3]([C:2]#[N:1])[CH2:4][C:5]2[CH:6]=[CH:7][C:8]([C:11]3[CH:16]=[CH:15][N:14]=[C:13]([O:17][CH3:18])[CH:12]=3)=[CH:9][CH:10]=2)=[O:21])[CH2:27][CH2:26][O:25][CH2:24][CH2:23]1, predict the reactants needed to synthesize it. The reactants are: [NH2:1][C:2](=O)[C@@H:3]([NH:19][C:20]([C:22]1([NH:28]C(=O)OC(C)(C)C)[CH2:27][CH2:26][O:25][CH2:24][CH2:23]1)=[O:21])[CH2:4][C:5]1[CH:10]=[CH:9][C:8]([C:11]2[CH:16]=[CH:15][N:14]=[C:13]([O:17][CH3:18])[CH:12]=2)=[CH:7][CH:6]=1.CC[N+](S(N=C(OC)[O-])(=O)=O)(CC)CC. (7) Given the product [C:21]([C:8]1[CH:9]=[C:4]([O:3][CH3:2])[CH:5]=[CH:6][N:7]=1)#[N:22], predict the reactants needed to synthesize it. The reactants are: O.[CH3:2][O:3][C:4]1[CH:9]=[CH:8][N+:7]([O-])=[CH:6][CH:5]=1.S([O-])([O-])(=O)=O.[Mg+2].COC1C=C[N+:22]([O-])=[CH:21]C=1.C[Si](C#N)(C)C.CN(C)C(Cl)=O. (8) Given the product [CH:14]1([CH2:13][O:12][C:11]2[CH:3]=[C:4]([CH:8]=[CH:9][CH:10]=2)[C:5]([OH:7])=[O:6])[CH2:15][CH2:16][CH2:17][CH2:18][CH2:19]1, predict the reactants needed to synthesize it. The reactants are: C([C:3]1[C:11]([O:12][CH2:13][CH:14]2[CH2:19][CH2:18][CH2:17][CH2:16][CH2:15]2)=[CH:10][CH:9]=[CH:8][C:4]=1[C:5]([OH:7])=[O:6])C.[OH-].[Na+].Cl.